From a dataset of Catalyst prediction with 721,799 reactions and 888 catalyst types from USPTO. Predict which catalyst facilitates the given reaction. Reactant: [CH2:1]([O:8][CH2:9][CH:10]([OH:12])[CH3:11])[C:2]1[CH:7]=[CH:6][CH:5]=[CH:4][CH:3]=1.[CH3:13][S:14](Cl)(=[O:16])=[O:15]. Product: [CH3:13][S:14]([O:12][CH:10]([CH3:11])[CH2:9][O:8][CH2:1][C:2]1[CH:7]=[CH:6][CH:5]=[CH:4][CH:3]=1)(=[O:16])=[O:15]. The catalyst class is: 17.